Dataset: Forward reaction prediction with 1.9M reactions from USPTO patents (1976-2016). Task: Predict the product of the given reaction. (1) Given the reactants [CH2:1]([O:8][C:9]1[N:14]=[N:13][C:12]([CH2:15][CH2:16][C:17]2[CH:33]=[CH:32][C:20]3[CH2:21][CH2:22][N:23](C(=O)C(F)(F)F)[CH2:24][CH2:25][C:19]=3[CH:18]=2)=[CH:11][CH:10]=1)[C:2]1[CH:7]=[CH:6][CH:5]=[CH:4][CH:3]=1.[OH-].[Na+], predict the reaction product. The product is: [CH2:1]([O:8][C:9]1[N:14]=[N:13][C:12]([CH2:15][CH2:16][C:17]2[CH:33]=[CH:32][C:20]3[CH2:21][CH2:22][NH:23][CH2:24][CH2:25][C:19]=3[CH:18]=2)=[CH:11][CH:10]=1)[C:2]1[CH:3]=[CH:4][CH:5]=[CH:6][CH:7]=1. (2) Given the reactants Cl[C:2]1[C:11]2=[N:12][N:13](CC3C=CC(OC)=CC=3)[CH:14]=[C:10]2[C:9]2[CH:8]=[C:7]([O:24][CH3:25])[CH:6]=[CH:5][C:4]=2[N:3]=1.[NH2:26][C:27]1[CH:41]=[CH:40][C:30]([C:31]([N:33]2[CH2:38][CH2:37][C:36](=[O:39])[CH2:35][CH2:34]2)=[O:32])=[CH:29][CH:28]=1.Cl, predict the reaction product. The product is: [CH3:25][O:24][C:7]1[CH:6]=[CH:5][C:4]2[N:3]=[C:2]([NH:26][C:27]3[CH:41]=[CH:40][C:30]([C:31]([N:33]4[CH2:34][CH2:35][C:36](=[O:39])[CH2:37][CH2:38]4)=[O:32])=[CH:29][CH:28]=3)[C:11]3=[N:12][NH:13][CH:14]=[C:10]3[C:9]=2[CH:8]=1. (3) Given the reactants [CH3:1][CH2:2][N+:3]([CH2:6][C:7]1[CH:8]=[CH:9][CH:10]=[CH:11][C:12]=1[Br:13])([CH3:5])[CH3:4].CC[N+](CC1C(Br)=CC=CC=1)(C)C.[Br-].[CH2:28]([O:40][S:41]([O-:44])(=[O:43])=[O:42])[CH2:29][CH2:30][CH2:31][CH2:32][CH2:33][CH2:34][CH2:35][CH2:36][CH2:37][CH2:38][CH3:39].[Na+].O, predict the reaction product. The product is: [CH3:1][CH2:2][N+:3]([CH2:6][C:7]1[CH:8]=[CH:9][CH:10]=[CH:11][C:12]=1[Br:13])([CH3:5])[CH3:4].[CH2:28]([O:40][S:41]([O-:44])(=[O:43])=[O:42])[CH2:29][CH2:30][CH2:31][CH2:32][CH2:33][CH2:34][CH2:35][CH2:36][CH2:37][CH2:38][CH3:39]. (4) Given the reactants [CH2:1]([O:8][C:9]1[CH:14]=[CH:13][C:12]([N:15]([CH2:30][CH:31]=[C:32]([CH3:34])[CH3:33])[CH2:16][C:17]([NH:20][C:21](=[O:29])[C@@H:22]([NH:27][CH3:28])[CH2:23][CH:24]([CH3:26])[CH3:25])([CH3:19])[CH3:18])=[CH:11][CH:10]=1)[C:2]1[CH:7]=[CH:6][CH:5]=[CH:4][CH:3]=1.C(=O)[CH2:36][CH:37]([CH3:39])[CH3:38].[BH-](OC(C)=O)(OC(C)=O)O[C:43](C)=O.[Na+], predict the reaction product. The product is: [CH2:1]([O:8][C:9]1[CH:14]=[CH:13][C:12]([N:15]([CH2:30][CH:31]=[C:32]([CH3:33])[CH3:34])[CH2:16][C:17]([NH:20][C:21](=[O:29])[C@@H:22]([N:27]([CH3:43])[CH2:28][CH2:36][CH:37]([CH3:39])[CH3:38])[CH2:23][CH:24]([CH3:26])[CH3:25])([CH3:19])[CH3:18])=[CH:11][CH:10]=1)[C:2]1[CH:3]=[CH:4][CH:5]=[CH:6][CH:7]=1. (5) Given the reactants [CH3:1][O:2][C:3]1[CH:4]=[C:5]2[O:9][C:8]([C:10]3[N:11]=[C:12]4[N:16]([CH:17]=3)[N:15]=[C:14]([O:18][CH3:19])[S:13]4)=[CH:7][C:6]2=[C:20]([OH:22])[CH:21]=1.C1(P(C2C=CC=CC=2)C2C=CC=CC=2)C=CC=CC=1.[F:42][C:43]([F:59])([F:58])[C:44]1[CH:45]=[C:46]([C:50]2[CH:55]=[CH:54][CH:53]=[C:52]([CH2:56]O)[CH:51]=2)[CH:47]=[CH:48][CH:49]=1.N(C(OC(C)C)=O)=NC(OC(C)C)=O, predict the reaction product. The product is: [CH3:19][O:18][C:14]1[S:13][C:12]2=[N:11][C:10]([C:8]3[O:9][C:5]4[CH:4]=[C:3]([O:2][CH3:1])[CH:21]=[C:20]([O:22][CH2:56][C:52]5[CH:51]=[C:50]([C:46]6[CH:47]=[CH:48][CH:49]=[C:44]([C:43]([F:42])([F:58])[F:59])[CH:45]=6)[CH:55]=[CH:54][CH:53]=5)[C:6]=4[CH:7]=3)=[CH:17][N:16]2[N:15]=1. (6) Given the reactants [CH3:1][O:2][C:3](=[O:28])[C:4]1[CH:9]=[CH:8][C:7]([CH3:10])=[C:6]([NH:11][CH2:12][C:13]([C:15]2[CH:16]=[N:17][N:18]([C:22]3[CH:27]=[CH:26][CH:25]=[CH:24][CH:23]=3)[C:19]=2[CH2:20][CH3:21])=O)[CH:5]=1.[C:29]([S-:31])#[N:30].[K+], predict the reaction product. The product is: [CH3:1][O:2][C:3](=[O:28])[C:4]1[CH:9]=[CH:8][C:7]([CH3:10])=[C:6]([N:11]2[CH:12]=[C:13]([C:15]3[CH:16]=[N:17][N:18]([C:22]4[CH:27]=[CH:26][CH:25]=[CH:24][CH:23]=4)[C:19]=3[CH2:20][CH3:21])[N:30]=[C:29]2[SH:31])[CH:5]=1. (7) Given the reactants [CH3:1][O:2][C:3]1[CH:8]=[CH:7][C:6]([CH:9]=[CH:10][C:11]2[O:15][C:14]([C:16]([O:18][CH3:19])=[O:17])=[CH:13][CH:12]=2)=[CH:5][CH:4]=1, predict the reaction product. The product is: [CH3:1][O:2][C:3]1[CH:8]=[CH:7][C:6]([CH2:9][CH2:10][C:11]2[O:15][C:14]([C:16]([O:18][CH3:19])=[O:17])=[CH:13][CH:12]=2)=[CH:5][CH:4]=1. (8) Given the reactants [CH3:1][CH:2]1[CH2:11][CH2:10][C:9]2[C:4](=[CH:5][CH:6]=[CH:7][CH:8]=2)[NH:3]1.[CH2:12]([O:14][C:15](=[O:26])[C:16](=[CH:22]OCC)[C:17](OCC)=[O:18])[CH3:13], predict the reaction product. The product is: [CH2:12]([O:14][C:15]([C:16]1[C:17](=[O:18])[C:5]2[C:4]3=[C:9]([CH2:10][CH2:11][CH:2]([CH3:1])[N:3]3[CH:22]=1)[CH:8]=[CH:7][CH:6]=2)=[O:26])[CH3:13]. (9) Given the reactants Cl[C:2]1[C:11]([CH2:12][CH:13]2[CH2:18][CH2:17][O:16][CH2:15][CH2:14]2)=[C:10]([Cl:19])[C:9]2[C:4](=[CH:5][CH:6]=[C:7]([I:20])[CH:8]=2)[N:3]=1.[CH3:21][O-:22].[Na+], predict the reaction product. The product is: [Cl:19][C:10]1[C:9]2[C:4](=[CH:5][CH:6]=[C:7]([I:20])[CH:8]=2)[N:3]=[C:2]([O:22][CH3:21])[C:11]=1[CH2:12][CH:13]1[CH2:18][CH2:17][O:16][CH2:15][CH2:14]1. (10) The product is: [CH2:1]([O:8][C:9]1[C:10]([CH2:18][CH3:19])=[CH:11][C:12]([B:25]([OH:29])[OH:26])=[C:13]([O:15][CH3:16])[CH:14]=1)[C:2]1[CH:7]=[CH:6][CH:5]=[CH:4][CH:3]=1. Given the reactants [CH2:1]([O:8][C:9]1[C:10]([CH2:18][CH3:19])=[CH:11][C:12](Br)=[C:13]([O:15][CH3:16])[CH:14]=1)[C:2]1[CH:7]=[CH:6][CH:5]=[CH:4][CH:3]=1.C([Li])CCC.[B:25](OCC)([O:29]CC)[O:26]CC, predict the reaction product.